Dataset: Forward reaction prediction with 1.9M reactions from USPTO patents (1976-2016). Task: Predict the product of the given reaction. (1) Given the reactants [NH:1]1[C:9]2[C:4](=[CH:5][CH:6]=[CH:7][CH:8]=2)[C:3]([C:10](=O)[CH2:11][C:12]#[N:13])=[CH:2]1.O.[NH2:16][NH2:17], predict the reaction product. The product is: [NH:1]1[C:9]2[C:4](=[CH:5][CH:6]=[CH:7][CH:8]=2)[C:3]([C:10]2[CH:11]=[C:12]([NH2:13])[NH:16][N:17]=2)=[CH:2]1. (2) Given the reactants C[O:2][C:3]([C:5]1[CH:18]=[CH:17][C:16]2[C:15]3([CH2:19][CH3:20])[CH:10]([CH2:11][C:12]([OH:28])([C:23]4[S:24][CH:25]=[CH:26][N:27]=4)[C:13]([OH:22])([CH3:21])[CH2:14]3)[CH2:9][CH2:8][C:7]=2[CH:6]=1)=[O:4].O.[OH-].[Li+], predict the reaction product. The product is: [CH2:19]([C:15]12[CH2:14][C:13]([OH:22])([CH3:21])[C:12]([OH:28])([C:23]3[S:24][CH:25]=[CH:26][N:27]=3)[CH2:11][CH:10]1[CH2:9][CH2:8][C:7]1[CH:6]=[C:5]([C:3]([OH:4])=[O:2])[CH:18]=[CH:17][C:16]2=1)[CH3:20]. (3) Given the reactants [CH3:1][C:2](OC(OC(OC(C)(C)C)=O)=O)(C)C.[CH2:16]([C@H:23]1[CH2:27][O:26][C:25](=[O:28])[N:24]1[C:29](=[O:50])[CH2:30][C@@H:31]([C:36]1[CH:41]=[CH:40][C:39]([O:42][CH2:43][C:44]2[CH:49]=[CH:48][CH:47]=[CH:46][CH:45]=2)=[CH:38][CH:37]=1)[CH2:32][N+:33]([O-])=[O:34])[C:17]1[CH:22]=[CH:21][CH:20]=[CH:19][CH:18]=1, predict the reaction product. The product is: [CH2:16]([C@H:23]1[CH2:27][O:26][C:25](=[O:28])[N:24]1[C:29](=[O:50])[CH2:30][C@@H:31]([C:36]1[CH:37]=[CH:38][C:39]([O:42][CH2:43][C:44]2[CH:45]=[CH:46][CH:47]=[CH:48][CH:49]=2)=[CH:40][CH:41]=1)[C:32]1[CH:2]=[CH:1][O:34][N:33]=1)[C:17]1[CH:22]=[CH:21][CH:20]=[CH:19][CH:18]=1. (4) Given the reactants [N:1]1([NH:7][C:8]([C:10]2[C:14]([CH3:15])=[C:13]([C:16]3[CH:21]=[CH:20][C:19]([OH:22])=[CH:18][CH:17]=3)[N:12]([C:23]3[CH:28]=[CH:27][C:26]([Cl:29])=[CH:25][C:24]=3[Cl:30])[N:11]=2)=[O:9])[CH2:6][CH2:5][CH2:4][CH2:3][CH2:2]1.C(N(CC)CC)C.[F:38][C:39]([F:47])([F:46])[CH2:40][CH2:41][S:42](Cl)(=[O:44])=[O:43].FC(F)(F)CCCS(Cl)(=O)=O, predict the reaction product. The product is: [Cl:30][C:24]1[CH:25]=[C:26]([Cl:29])[CH:27]=[CH:28][C:23]=1[N:12]1[C:13]([C:16]2[CH:17]=[CH:18][C:19]([O:22][S:42]([CH2:41][CH2:40][C:39]([F:47])([F:46])[F:38])(=[O:44])=[O:43])=[CH:20][CH:21]=2)=[C:14]([CH3:15])[C:10]([C:8](=[O:9])[NH:7][N:1]2[CH2:6][CH2:5][CH2:4][CH2:3][CH2:2]2)=[N:11]1.